This data is from Full USPTO retrosynthesis dataset with 1.9M reactions from patents (1976-2016). The task is: Predict the reactants needed to synthesize the given product. The reactants are: [OH:1][C:2]1[CH:9]=[CH:8][C:5]([CH:6]=O)=[CH:4][CH:3]=1.[CH2:10]([NH:13][CH2:14][CH2:15][CH3:16])[CH2:11][CH3:12].C(OC)(OC)OC.C([BH3-])#N.[Na+]. Given the product [CH2:10]([N:13]([CH2:6][C:5]1[CH:8]=[CH:9][C:2]([OH:1])=[CH:3][CH:4]=1)[CH2:14][CH2:15][CH3:16])[CH2:11][CH3:12], predict the reactants needed to synthesize it.